This data is from Full USPTO retrosynthesis dataset with 1.9M reactions from patents (1976-2016). The task is: Predict the reactants needed to synthesize the given product. (1) Given the product [OH:9][CH2:8][C:7]1[C:2]([CH3:1])=[N+:3]([O-:19])[C:4]([C:10]([F:11])([F:13])[F:12])=[CH:5][CH:6]=1, predict the reactants needed to synthesize it. The reactants are: [CH3:1][C:2]1[C:7]([CH2:8][OH:9])=[CH:6][CH:5]=[C:4]([C:10]([F:13])([F:12])[F:11])[N:3]=1.ClC1C=C(C=CC=1)C(OO)=[O:19]. (2) Given the product [NH2:22][C:20](=[O:21])[C:19]([NH:18][C:15](=[O:17])[C:7]1[CH:6]=[CH:5][C:4]([CH:1]2[CH2:2][CH2:3]2)=[C:9]([O:10][CH2:11][CH:12]2[CH2:13][CH2:14]2)[N:8]=1)([CH3:27])[CH2:23][CH:24]([CH3:26])[CH3:25], predict the reactants needed to synthesize it. The reactants are: [CH:1]1([C:4]2[CH:5]=[CH:6][C:7]([C:15]([OH:17])=O)=[N:8][C:9]=2[O:10][CH2:11][CH:12]2[CH2:14][CH2:13]2)[CH2:3][CH2:2]1.[NH2:18][C:19]([CH3:27])([CH2:23][CH:24]([CH3:26])[CH3:25])[C:20]([NH2:22])=[O:21]. (3) Given the product [Cl:16][C:10]1[C:9]2[C:4](=[N:5][C:6]([CH3:13])=[CH:7][CH:8]=2)[N:3]=[C:2]([CH3:1])[CH:11]=1, predict the reactants needed to synthesize it. The reactants are: [CH3:1][C:2]1[NH:3][C:4]2[C:9]([C:10](=O)[CH:11]=1)=[CH:8][CH:7]=[C:6]([CH3:13])[N:5]=2.O=P(Cl)(Cl)[Cl:16]. (4) The reactants are: [OH:1][C:2]1[CH:15]=[CH:14][CH:13]=[CH:12][C:3]=1[C:4]([C:6]1[CH:11]=[CH:10][CH:9]=[CH:8][CH:7]=1)=O.[C:16](#[N:20])[CH2:17][C:18]#[N:19].N1CCCCC1. Given the product [C:18]([C:17]1[C:16](=[NH:20])[O:1][C:2]2[C:3]([C:4]=1[C:6]1[CH:11]=[CH:10][CH:9]=[CH:8][CH:7]=1)=[CH:12][CH:13]=[CH:14][CH:15]=2)#[N:19], predict the reactants needed to synthesize it. (5) Given the product [CH3:12][C:2]([OH:1])([C:3]#[C:4][C:5]1[S:9][C:8]([CH2:10][NH:26][C@@H:24]([C:14]2[C:23]3[C:18](=[CH:19][CH:20]=[CH:21][CH:22]=3)[CH:17]=[CH:16][CH:15]=2)[CH3:25])=[CH:7][CH:6]=1)[CH3:13], predict the reactants needed to synthesize it. The reactants are: [OH:1][C:2]([CH3:13])([CH3:12])[C:3]#[C:4][C:5]1[S:9][C:8]([CH:10]=O)=[CH:7][CH:6]=1.[C:14]1([C@H:24]([NH2:26])[CH3:25])[C:23]2[C:18](=[CH:19][CH:20]=[CH:21][CH:22]=2)[CH:17]=[CH:16][CH:15]=1.